From a dataset of Forward reaction prediction with 1.9M reactions from USPTO patents (1976-2016). Predict the product of the given reaction. Given the reactants COC(C1C=C(OC2C=CC(S(C)(=O)=O)=CC=2)C=C2OC(C)CC=12)=O.[N:26]1([C:30]([C:32]2[CH:37]=[CH:36][C:35](F)=[C:34]([F:39])[CH:33]=2)=[O:31])[CH2:29][CH2:28][CH2:27]1.[CH3:40][O:41][C:42]([C:44]1[CH:54]=[C:53]([OH:55])[C:47]2[CH2:48][C:49]([CH3:52])([CH3:51])[O:50][C:46]=2[CH:45]=1)=[O:43], predict the reaction product. The product is: [CH3:40][O:41][C:42]([C:44]1[CH:54]=[C:53]([O:55][C:35]2[CH:36]=[CH:37][C:32]([C:30]([N:26]3[CH2:29][CH2:28][CH2:27]3)=[O:31])=[CH:33][C:34]=2[F:39])[C:47]2[CH2:48][C:49]([CH3:52])([CH3:51])[O:50][C:46]=2[CH:45]=1)=[O:43].